This data is from Reaction yield outcomes from USPTO patents with 853,638 reactions. The task is: Predict the reaction yield, written as a fraction of the theoretical maximum amount of product (1.0 means a 100% yield; for example, 0.34 means a 34% yield). The reactants are C(Cl)(=O)C(Cl)=O.CS(C)=O.[F:11][C:12]1[CH:13]=[CH:14][C:15]([CH2:29][OH:30])=[C:16]([NH:18][C:19](=[O:28])[CH2:20][CH2:21][C:22]2[CH:27]=[CH:26][CH:25]=[CH:24][CH:23]=2)[CH:17]=1.C(N(CC)CC)C. The catalyst is C(Cl)Cl. The product is [F:11][C:12]1[CH:13]=[CH:14][C:15]([CH:29]=[O:30])=[C:16]([NH:18][C:19](=[O:28])[CH2:20][CH2:21][C:22]2[CH:23]=[CH:24][CH:25]=[CH:26][CH:27]=2)[CH:17]=1. The yield is 0.854.